Dataset: Forward reaction prediction with 1.9M reactions from USPTO patents (1976-2016). Task: Predict the product of the given reaction. (1) Given the reactants Cl.[F:2][CH2:3][CH2:4][NH2:5].C1N=CN([C:11](N2C=NC=C2)=[O:12])C=1.[CH2:18]([C@@H:20]1[CH2:24][NH:23][CH2:22][C@@H:21]1[C:25]1[N:29]2[C:30]3[CH:36]=[CH:35][N:34]([S:37]([C:40]4[CH:46]=[CH:45][C:43]([CH3:44])=[CH:42][CH:41]=4)(=[O:39])=[O:38])[C:31]=3[N:32]=[CH:33][C:28]2=[N:27][CH:26]=1)[CH3:19], predict the reaction product. The product is: [CH2:18]([C@H:20]1[C@@H:21]([C:25]2[N:29]3[C:30]4[CH:36]=[CH:35][N:34]([S:37]([C:40]5[CH:41]=[CH:42][C:43]([CH3:44])=[CH:45][CH:46]=5)(=[O:38])=[O:39])[C:31]=4[N:32]=[CH:33][C:28]3=[N:27][CH:26]=2)[CH2:22][N:23]([C:11]([NH:5][CH2:4][CH2:3][F:2])=[O:12])[CH2:24]1)[CH3:19]. (2) Given the reactants [CH3:1][O:2][C:3]1[CH:8]=[CH:7][C:6]([N:9]2[CH:18]([CH3:19])[C:17]3[C:12](=[N:13][C:14]([NH:20][C:21]4[CH:26]=[CH:25][CH:24]=[C:23]([CH2:27][CH2:28][N:29]5[CH2:34][CH2:33][N:32]([CH3:35])[CH2:31][CH2:30]5)[CH:22]=4)=[N:15][CH:16]=3)[N:11]([C:36]3[CH:37]=[C:38]([CH:41]=[CH:42][CH:43]=3)[C:39]#[N:40])[C:10]2=[O:44])=[CH:5][CH:4]=1.[OH-:45].[Na+].C(#N)C1C=CC=CC=1.OO, predict the reaction product. The product is: [CH3:1][O:2][C:3]1[CH:4]=[CH:5][C:6]([N:9]2[CH:18]([CH3:19])[C:17]3[C:12](=[N:13][C:14]([NH:20][C:21]4[CH:26]=[CH:25][CH:24]=[C:23]([CH2:27][CH2:28][N:29]5[CH2:34][CH2:33][N:32]([CH3:35])[CH2:31][CH2:30]5)[CH:22]=4)=[N:15][CH:16]=3)[N:11]([C:36]3[CH:37]=[C:38]([CH:41]=[CH:42][CH:43]=3)[C:39]([NH2:40])=[O:45])[C:10]2=[O:44])=[CH:7][CH:8]=1. (3) Given the reactants [Br:1][C:2]1[CH:7]=[C:6]([CH2:8][CH2:9][CH2:10][OH:11])[CH:5]=[C:4]([Br:12])[C:3]=1[OH:13].CC(C)([O-])C.[K+].[Cl:20][C:21]1[N:22]=[N:23][C:24](Cl)=[CH:25][C:26]=1[CH:27]([CH3:29])[CH3:28], predict the reaction product. The product is: [Br:1][C:2]1[CH:7]=[C:6]([CH2:8][CH2:9][CH2:10][OH:11])[CH:5]=[C:4]([Br:12])[C:3]=1[O:13][C:24]1[N:23]=[N:22][C:21]([Cl:20])=[C:26]([CH:27]([CH3:29])[CH3:28])[CH:25]=1. (4) Given the reactants [NH2:1][CH2:2][C:3]1[CH:4]=[C:5]([CH:8]=[C:9]([CH2:11][F:12])[CH:10]=1)[CH2:6][OH:7].N1C=CN=C1.[CH3:18][C:19]([Si:22](Cl)([CH3:24])[CH3:23])([CH3:21])[CH3:20], predict the reaction product. The product is: [Si:22]([O:7][CH2:6][C:5]1[CH:4]=[C:3]([CH:10]=[C:9]([CH2:11][F:12])[CH:8]=1)[CH2:2][NH2:1])([C:19]([CH3:21])([CH3:20])[CH3:18])([CH3:24])[CH3:23]. (5) The product is: [Cl:18][C:19]1[CH:20]=[C:21]([C:25]2[O:29][N:28]=[C:27]([CH2:30][N:17]3[CH2:16][CH2:15][CH2:14][N:13]4[C:9]([C:6]5[CH:7]=[CH:8][N:3]=[CH:4][CH:5]=5)=[N:10][N:11]=[C:12]34)[N:26]=2)[CH:22]=[CH:23][CH:24]=1. Given the reactants [H-].[Na+].[N:3]1[CH:8]=[CH:7][C:6]([C:9]2[N:13]3[CH2:14][CH2:15][CH2:16][NH:17][C:12]3=[N:11][N:10]=2)=[CH:5][CH:4]=1.[Cl:18][C:19]1[CH:20]=[C:21]([C:25]2[O:29][N:28]=[C:27]([CH2:30]Cl)[N:26]=2)[CH:22]=[CH:23][CH:24]=1, predict the reaction product. (6) Given the reactants [CH2:1]([N:8]1[CH2:21][CH2:20][C:19]2[C:18]3[C:13](=[CH:14][CH:15]=[C:16]4[O:25][CH2:24][CH:23]=[CH:22][C:17]4=3)[NH:12][C:11]=2[CH2:10][CH2:9]1)[C:2]1[CH:7]=[CH:6][CH:5]=[CH:4][CH:3]=1.[H-].[Na+].[O:28]([CH2:35][CH2:36][CH2:37][CH2:38]Br)[C:29]1[CH:34]=[CH:33][CH:32]=[CH:31][CH:30]=1.O, predict the reaction product. The product is: [CH2:1]([N:8]1[CH2:21][CH2:20][C:19]2[C:18]3[C:13](=[CH:14][CH:15]=[C:16]4[O:25][CH2:24][CH:23]=[CH:22][C:17]4=3)[N:12]([CH2:38][CH2:37][CH2:36][CH2:35][O:28][C:29]3[CH:34]=[CH:33][CH:32]=[CH:31][CH:30]=3)[C:11]=2[CH2:10][CH2:9]1)[C:2]1[CH:3]=[CH:4][CH:5]=[CH:6][CH:7]=1.